This data is from Blood-brain barrier permeability classification from the B3DB database. The task is: Regression/Classification. Given a drug SMILES string, predict its absorption, distribution, metabolism, or excretion properties. Task type varies by dataset: regression for continuous measurements (e.g., permeability, clearance, half-life) or binary classification for categorical outcomes (e.g., BBB penetration, CYP inhibition). Dataset: b3db_classification. (1) The drug is CCOC(=O)[C@@H](CCc1ccccc1)N[C@H](C)C(=O)N1[C@H](C(=O)O)C[C@@H]2CCC[C@@H]21. The result is 1 (penetrates BBB). (2) The result is 1 (penetrates BBB). The drug is CC(=O)OCC(=O)[C@@]12OC(C)(C)O[C@@H]1CC1C3CC(C=O)=C4C=C(OCCCl)CCC4(C)[C@@]3(F)C(O)CC12C. (3) The molecule is O=C1CN(/N=C\c2ccc(-c3ccc([N+](=O)[O-])cc3)o2)C(=O)N1. The result is 1 (penetrates BBB). (4) The molecule is CN(C)C1C(=O)C(C(N)=O)=C(O)C2(O)C(=O)C3=C(O)c4c(O)cccc4C(O)C3CC12. The result is 0 (does not penetrate BBB). (5) The molecule is CC[C@H](NC(=O)[C@H](C)Sc1ccc(C)cc1)c1ccc(S(C)(=O)=O)cc1. The result is 0 (does not penetrate BBB). (6) The drug is COc1ccccc1N1CCN(C(=O)COc2cc(C)cc(C)c2C)CC1. The result is 0 (does not penetrate BBB).